This data is from Peptide-MHC class I binding affinity with 185,985 pairs from IEDB/IMGT. The task is: Regression. Given a peptide amino acid sequence and an MHC pseudo amino acid sequence, predict their binding affinity value. This is MHC class I binding data. (1) The MHC is HLA-B15:17 with pseudo-sequence HLA-B15:17. The binding affinity (normalized) is 0.0847. The peptide sequence is SYMLQGLRK. (2) The peptide sequence is PEWANFKFR. The MHC is H-2-Db with pseudo-sequence H-2-Db. The binding affinity (normalized) is 0. (3) The MHC is HLA-A68:02 with pseudo-sequence HLA-A68:02. The binding affinity (normalized) is 0.0385. The peptide sequence is GMMMGMFNML. (4) The peptide sequence is EIMDKEQLLK. The MHC is HLA-A68:01 with pseudo-sequence HLA-A68:01. The binding affinity (normalized) is 0.844. (5) The peptide sequence is FMQEIPTFL. The MHC is HLA-A02:01 with pseudo-sequence HLA-A02:01. The binding affinity (normalized) is 0.925. (6) The peptide sequence is NVDVGCLLT. The MHC is HLA-A02:06 with pseudo-sequence HLA-A02:06. The binding affinity (normalized) is 0.